Dataset: NCI-60 drug combinations with 297,098 pairs across 59 cell lines. Task: Regression. Given two drug SMILES strings and cell line genomic features, predict the synergy score measuring deviation from expected non-interaction effect. Drug 1: CC1CCC2CC(C(=CC=CC=CC(CC(C(=O)C(C(C(=CC(C(=O)CC(OC(=O)C3CCCCN3C(=O)C(=O)C1(O2)O)C(C)CC4CCC(C(C4)OC)OCCO)C)C)O)OC)C)C)C)OC. Drug 2: CC1=C(C(=O)C2=C(C1=O)N3CC4C(C3(C2COC(=O)N)OC)N4)N. Cell line: NCI-H522. Synergy scores: CSS=33.1, Synergy_ZIP=-12.4, Synergy_Bliss=-3.01, Synergy_Loewe=-9.25, Synergy_HSA=-4.00.